This data is from Full USPTO retrosynthesis dataset with 1.9M reactions from patents (1976-2016). The task is: Predict the reactants needed to synthesize the given product. (1) Given the product [Cl:27][C:22]1[CH:23]=[CH:24][CH:25]=[CH:26][C:21]=1[NH:20][C:18](=[O:19])[CH2:17][S:9][C:6]1[N:5]([C:10]2[CH:15]=[CH:14][CH:13]=[CH:12][CH:11]=2)[C:4]([CH2:3][O:2][CH3:1])=[N:8][N:7]=1, predict the reactants needed to synthesize it. The reactants are: [CH3:1][O:2][CH2:3][C:4]1[N:5]([C:10]2[CH:15]=[CH:14][CH:13]=[CH:12][CH:11]=2)[C:6]([SH:9])=[N:7][N:8]=1.Cl[CH2:17][C:18]([NH:20][C:21]1[CH:26]=[CH:25][CH:24]=[CH:23][C:22]=1[Cl:27])=[O:19].C(=O)([O-])[O-].[K+].[K+]. (2) Given the product [F:18][C:12]1[CH:13]=[C:14]([F:17])[CH:15]=[CH:16][C:11]=1[C:8]1[CH:9]=[N:10][C:5]2[N:6]([CH:19]=[C:3]([CH2:2][O:20][C:21]3[CH:26]=[CH:25][N:24]=[CH:23][CH:22]=3)[N:4]=2)[N:7]=1, predict the reactants needed to synthesize it. The reactants are: Cl[CH2:2][C:3]1[N:4]=[C:5]2[N:10]=[CH:9][C:8]([C:11]3[CH:16]=[CH:15][C:14]([F:17])=[CH:13][C:12]=3[F:18])=[N:7][N:6]2[CH:19]=1.[OH:20][C:21]1[CH:26]=[CH:25][N:24]=[CH:23][CH:22]=1.C(=O)([O-])[O-].[Cs+].[Cs+].